From a dataset of Reaction yield outcomes from USPTO patents with 853,638 reactions. Predict the reaction yield, written as a fraction of the theoretical maximum amount of product (1.0 means a 100% yield; for example, 0.34 means a 34% yield). (1) The catalyst is C1(C)C=CC=CC=1. The product is [C:1]([C:5]1[CH:6]=[C:7]2[C:11]([CH:10]=[C:9]([CH3:22])[CH:8]2[Si:34]([Cl:33])([CH3:36])[CH3:35])=[C:12]([C:16]2[CH:21]=[CH:20][CH:19]=[CH:18][CH:17]=2)[C:13]=1[O:14][CH3:15])([CH3:4])([CH3:2])[CH3:3]. The yield is 0.990. The reactants are [C:1]([C:5]1[CH:6]=[C:7]2[C:11](=[C:12]([C:16]3[CH:21]=[CH:20][CH:19]=[CH:18][CH:17]=3)[C:13]=1[O:14][CH3:15])[CH2:10][C:9]([CH3:22])=[CH:8]2)([CH3:4])([CH3:3])[CH3:2].[Li]CCCC.C1COCC1.[Cl:33][Si:34](Cl)([CH3:36])[CH3:35]. (2) The reactants are Br[C:2]1[CH:7]=[CH:6][C:5]([NH:8][C:9]2[N:10]=[C:11]([NH2:29])[C:12]3[CH:18]=[C:17]([C:19]4[C:24]([Cl:25])=[CH:23][CH:22]=[CH:21][C:20]=4[Cl:26])[C:16](=[O:27])[N:15]([CH3:28])[C:13]=3[N:14]=2)=[CH:4][CH:3]=1.N1CCC[C@H]1C(O)=O.C(=O)([O-])[O-].[K+].[K+].[CH3:44][N:45]1[CH2:50][CH2:49][NH:48][CH2:47][CH2:46]1. The catalyst is CS(C)=O.[Cu](I)I.O. The product is [NH2:29][C:11]1[C:12]2[CH:18]=[C:17]([C:19]3[C:24]([Cl:25])=[CH:23][CH:22]=[CH:21][C:20]=3[Cl:26])[C:16](=[O:27])[N:15]([CH3:28])[C:13]=2[N:14]=[C:9]([NH:8][C:5]2[CH:6]=[CH:7][C:2]([N:48]3[CH2:49][CH2:50][N:45]([CH3:44])[CH2:46][CH2:47]3)=[CH:3][CH:4]=2)[N:10]=1. The yield is 0.690. (3) The reactants are CCN(C(C)C)C(C)C.Cl.[N:11]1[CH:16]=[CH:15][CH:14]=[C:13]([C:17]2[NH:21][N:20]=[C:19]([C:22]([OH:24])=O)[CH:18]=2)[CH:12]=1.C1(C2NN=C(C(O)=O)C=2)C=CC=CC=1.C(C1C=NC=CC=1)(=O)C.C1C=CC2N(O)N=NC=2C=1.CCN=C=NCCCN(C)C.Cl.Cl.[NH2:71][CH2:72][C:73]([N:75]1[CH2:80][CH2:79][CH:78]([O:81][C:82]2[CH:87]=[CH:86][CH:85]=[C:84]([C:88]([F:91])([F:90])[F:89])[CH:83]=2)[CH2:77][CH2:76]1)=[O:74]. The catalyst is CN(C=O)C.O. The product is [O:74]=[C:73]([N:75]1[CH2:76][CH2:77][CH:78]([O:81][C:82]2[CH:87]=[CH:86][CH:85]=[C:84]([C:88]([F:91])([F:89])[F:90])[CH:83]=2)[CH2:79][CH2:80]1)[CH2:72][NH:71][C:22]([C:19]1[CH:18]=[C:17]([C:13]2[CH:12]=[N:11][CH:16]=[CH:15][CH:14]=2)[NH:21][N:20]=1)=[O:24]. The yield is 0.660.